From a dataset of Forward reaction prediction with 1.9M reactions from USPTO patents (1976-2016). Predict the product of the given reaction. The product is: [NH2:18][C:3]1[CH:4]=[C:5]([CH:8]([C:11]2([C:14]([O:16][CH3:17])=[O:15])[CH2:12][CH2:13]2)[CH2:9][CH3:10])[CH:6]=[CH:7][C:2]=1[Cl:1]. Given the reactants [Cl:1][C:2]1[CH:7]=[CH:6][C:5]([CH:8]([C:11]2([C:14]([O:16][CH3:17])=[O:15])[CH2:13][CH2:12]2)[CH2:9][CH3:10])=[CH:4][C:3]=1[N+:18]([O-])=O, predict the reaction product.